This data is from Catalyst prediction with 721,799 reactions and 888 catalyst types from USPTO. The task is: Predict which catalyst facilitates the given reaction. (1) Reactant: [Cl:1][C:2]1[CH:33]=[CH:32][C:5]([C:6]([NH:8][C:9]2[CH:14]=[C:13]([C:15]3[N:19]4[N:20]=[CH:21][CH:22]=[CH:23][C:18]4=[N:17][C:16]=3[C:24]3[CH:29]=[CH:28][C:27]([F:30])=[C:26]([CH3:31])[CH:25]=3)[CH:12]=[CH:11][N:10]=2)=[O:7])=[CH:4][CH:3]=1.C(OCC)(=O)C.Cl. Product: [ClH:1].[Cl:1][C:2]1[CH:33]=[CH:32][C:5]([C:6]([NH:8][C:9]2[CH:14]=[C:13]([C:15]3[N:19]4[N:20]=[CH:21][CH:22]=[CH:23][C:18]4=[N:17][C:16]=3[C:24]3[CH:29]=[CH:28][C:27]([F:30])=[C:26]([CH3:31])[CH:25]=3)[CH:12]=[CH:11][N:10]=2)=[O:7])=[CH:4][CH:3]=1. The catalyst class is: 13. (2) Product: [F:27][C:28]1[CH:29]=[C:30]([CH:31]=[CH:23][CH:24]=1)[CH2:33][N:14]1[C:15](=[O:18])[CH:16]=[CH:17][C:12]([CH2:11][C:10]2[C:9]3[C:4](=[CH:5][CH:6]=[CH:7][CH:8]=3)[N:3]([CH2:19][C:20]([O:22][CH2:31][C:30]3[CH:33]=[CH:34][CH:35]=[C:28]([F:27])[CH:29]=3)=[O:21])[C:2]=2[CH3:1])=[N:13]1. The catalyst class is: 136. Reactant: [CH3:1][C:2]1[N:3]([CH2:19][C:20]([OH:22])=[O:21])[C:4]2[C:9]([C:10]=1[CH2:11][C:12]1[CH:17]=[CH:16][C:15](=[O:18])[NH:14][N:13]=1)=[CH:8][CH:7]=[CH:6][CH:5]=2.[C:23](O)(=O)[CH3:24].[F:27][C:28]1[CH:29]=[C:30]([CH:33]=[CH:34][CH:35]=1)[CH2:31]Br.C(=O)([O-])[O-].[K+].[K+]. (3) Reactant: [Cl-].[Al+3].[Cl-].[Cl-].[N-:5]=[N+:6]=[N-:7].[Na+].[CH3:9][O:10][C:11](=[O:23])[C:12]1[C:17]([CH3:18])=[CH:16][CH:15]=[C:14]([CH3:19])[C:13]=1[N:20]=[C:21]=[O:22].N([O-])=O.[Na+].Cl. Product: [CH3:9][O:10][C:11](=[O:23])[C:12]1[C:17]([CH3:18])=[CH:16][CH:15]=[C:14]([CH3:19])[C:13]=1[N:20]1[C:21](=[O:22])[NH:7][N:6]=[N:5]1. The catalyst class is: 9.